From a dataset of Reaction yield outcomes from USPTO patents with 853,638 reactions. Predict the reaction yield, written as a fraction of the theoretical maximum amount of product (1.0 means a 100% yield; for example, 0.34 means a 34% yield). (1) The reactants are Cl[C:2]1[N:7]=[C:6]2[CH2:8][CH2:9][CH2:10][C:5]2=[C:4]([Cl:11])[CH:3]=1.[N:12]1([C:18]([O:20][C:21]([CH3:24])([CH3:23])[CH3:22])=[O:19])[CH2:17][CH2:16][NH:15][CH2:14][CH2:13]1. No catalyst specified. The product is [Cl:11][C:4]1[CH:3]=[C:2]([N:15]2[CH2:14][CH2:13][N:12]([C:18]([O:20][C:21]([CH3:24])([CH3:23])[CH3:22])=[O:19])[CH2:17][CH2:16]2)[N:7]=[C:6]2[CH2:8][CH2:9][CH2:10][C:5]=12. The yield is 0.190. (2) The reactants are Br[CH:2]([C:13]1[CH:14]=[CH:15][C:16]2[N:17]([C:19]([CH:22]([CH3:24])[CH3:23])=[N:20][N:21]=2)[N:18]=1)[C:3]([C:5]1[CH:10]=[CH:9][C:8]([F:11])=[CH:7][C:6]=1[F:12])=O.[CH:25](=[S:27])[NH2:26]. The catalyst is C1COCC1. The product is [F:12][C:6]1[CH:7]=[C:8]([F:11])[CH:9]=[CH:10][C:5]=1[C:3]1[N:26]=[CH:25][S:27][C:2]=1[C:13]1[CH:14]=[CH:15][C:16]2[N:17]([C:19]([CH:22]([CH3:24])[CH3:23])=[N:20][N:21]=2)[N:18]=1. The yield is 0.170.